From a dataset of Forward reaction prediction with 1.9M reactions from USPTO patents (1976-2016). Predict the product of the given reaction. Given the reactants [Br:1][C:2]1[CH:3]=[CH:4][C:5]([NH:12][C:13](=[O:23])[CH2:14][O:15][C:16]2[CH:21]=[CH:20][C:19]([F:22])=[CH:18][CH:17]=2)=[C:6]([CH:11]=1)[C:7](OC)=[O:8].BrC1C=CC(NC(=O)COC2C=CC=CC=2)=C(C=1)C(OC)=O.BrC1C=C2C(=CC=1)NC(=O)C(OC1C=CC=CC=1)=C2O, predict the reaction product. The product is: [Br:1][C:2]1[CH:11]=[C:6]2[C:5](=[CH:4][CH:3]=1)[NH:12][C:13](=[O:23])[C:14]([O:15][C:16]1[CH:21]=[CH:20][C:19]([F:22])=[CH:18][CH:17]=1)=[C:7]2[OH:8].